From a dataset of Catalyst prediction with 721,799 reactions and 888 catalyst types from USPTO. Predict which catalyst facilitates the given reaction. Reactant: [CH2:1]([C:3]1[CH2:4][C@H:5]2[C@@H:8]([CH:9]=1)[C:7](=[C:10]([C:15]([O:17][CH3:18])=[O:16])[C:11]([O:13][CH3:14])=[O:12])[CH2:6]2)[CH3:2].[C-:19]#[N:20].[Na+]. Product: [C:19]([C@:7]1([CH:10]([C:15]([O:17][CH3:18])=[O:16])[C:11]([O:13][CH3:14])=[O:12])[CH2:6][C@@H:5]2[C@H:8]1[CH:9]=[C:3]([CH2:1][CH3:2])[CH2:4]2)#[N:20]. The catalyst class is: 5.